Dataset: TCR-epitope binding with 47,182 pairs between 192 epitopes and 23,139 TCRs. Task: Binary Classification. Given a T-cell receptor sequence (or CDR3 region) and an epitope sequence, predict whether binding occurs between them. (1) The epitope is ELAGIGILTV. The TCR CDR3 sequence is CATSQGGEQFF. Result: 1 (the TCR binds to the epitope). (2) The epitope is TPINLVRDL. The TCR CDR3 sequence is CASSDYRTANEKLFF. Result: 1 (the TCR binds to the epitope). (3) The epitope is ALSKGVHFV. The TCR CDR3 sequence is CASSETGYEQYF. Result: 1 (the TCR binds to the epitope).